From a dataset of Full USPTO retrosynthesis dataset with 1.9M reactions from patents (1976-2016). Predict the reactants needed to synthesize the given product. Given the product [CH2:31]([O:33][C:55]1[CH:56]=[CH:57][C:52]([CH2:51][C@H:37]([NH:36][C:19](=[O:21])[C:18]2[CH:22]=[C:23]([CH3:25])[CH:24]=[C:16]([C:14]([N:13]([CH2:12][CH2:11][CH3:10])[CH2:26][CH2:27][CH3:28])=[O:15])[CH:17]=2)[C@H:38]([OH:50])[CH2:39][NH:40][CH2:41][C:42]2[CH:47]=[CH:46][CH:45]=[C:44]([O:48][CH3:49])[CH:43]=2)=[CH:53][CH:54]=1)[C:30]1[CH:71]=[CH:70][CH:69]=[CH:74][CH:73]=1, predict the reactants needed to synthesize it. The reactants are: C(OC[CH2:10][CH2:11][CH2:12][N:13]([CH2:26][CH2:27][CH3:28])[C:14]([C:16]1[CH:17]=[C:18]([CH:22]=[C:23]([CH3:25])[CH:24]=1)[C:19]([OH:21])=O)=[O:15])C1C=CC=CC=1.F[C:30](F)(F)[C:31]([OH:33])=O.[NH2:36][C@@H:37]([CH2:51][C:52]1[CH:57]=[C:56](F)[CH:55]=[C:54](F)[CH:53]=1)[C@H:38]([OH:50])[CH2:39][NH:40][CH2:41][C:42]1[CH:47]=[CH:46][CH:45]=[C:44]([O:48][CH3:49])[CH:43]=1.C(N(CC)C(C)C)(C)C.[CH:69]1[CH:70]=[CH:71]C2N(O)N=N[C:73]=2[CH:74]=1.C(Cl)CCl.